From a dataset of Forward reaction prediction with 1.9M reactions from USPTO patents (1976-2016). Predict the product of the given reaction. Given the reactants C([O:3][C:4](=[O:35])[CH2:5][CH2:6][CH2:7][CH2:8][CH2:9][CH2:10][N:11]1[C:15]2=[N:16][C:17]([C:26]3[CH:31]=[CH:30][CH:29]=[CH:28][CH:27]=3)=[C:18]([C:20]3[CH:25]=[CH:24][CH:23]=[CH:22][CH:21]=3)[N:19]=[C:14]2[CH:13]=[C:12]1[CH:32]1[CH2:34][CH2:33]1)C.[Li+].[OH-], predict the reaction product. The product is: [CH:32]1([C:12]2[N:11]([CH2:10][CH2:9][CH2:8][CH2:7][CH2:6][CH2:5][C:4]([OH:35])=[O:3])[C:15]3=[N:16][C:17]([C:26]4[CH:27]=[CH:28][CH:29]=[CH:30][CH:31]=4)=[C:18]([C:20]4[CH:25]=[CH:24][CH:23]=[CH:22][CH:21]=4)[N:19]=[C:14]3[CH:13]=2)[CH2:33][CH2:34]1.